This data is from Forward reaction prediction with 1.9M reactions from USPTO patents (1976-2016). The task is: Predict the product of the given reaction. (1) The product is: [CH2:1]([O:8][C:9]([N:11]1[CH2:17][CH2:16][C:15](=[O:18])[N:14]([CH:19]([CH2:30][O:31][CH3:32])[CH2:20][CH2:21][O:22][Si:23]([C:26]([CH3:28])([CH3:27])[CH3:29])([CH3:25])[CH3:24])[CH2:13][CH2:12]1)=[O:10])[C:2]1[CH:3]=[CH:4][CH:5]=[CH:6][CH:7]=1. Given the reactants [CH2:1]([O:8][C:9]([N:11]1[CH2:17][CH2:16][C:15](=[O:18])[N:14]([CH:19]([CH2:30][OH:31])[CH2:20][CH2:21][O:22][Si:23]([C:26]([CH3:29])([CH3:28])[CH3:27])([CH3:25])[CH3:24])[CH2:13][CH2:12]1)=[O:10])[C:2]1[CH:7]=[CH:6][CH:5]=[CH:4][CH:3]=1.[CH3:32]I.[H-].[Na+], predict the reaction product. (2) The product is: [CH3:1][O:2][C:3]1[CH:4]=[C:5]([O:15][C:16]2[CH:21]=[CH:20][C:19]([S:22]([CH3:25])(=[O:24])=[O:23])=[CH:18][N:17]=2)[CH:6]=[C:7]2[C:11]=1[NH:10][C:9]([C:12](=[S:35])[NH2:14])=[CH:8]2. Given the reactants [CH3:1][O:2][C:3]1[CH:4]=[C:5]([O:15][C:16]2[CH:21]=[CH:20][C:19]([S:22]([CH3:25])(=[O:24])=[O:23])=[CH:18][N:17]=2)[CH:6]=[C:7]2[C:11]=1[NH:10][C:9]([C:12]([NH2:14])=O)=[CH:8]2.COC1C=CC(P2(SP(C3C=CC(OC)=CC=3)(=S)S2)=[S:35])=CC=1, predict the reaction product. (3) The product is: [F:34][C:2]([F:1])([F:33])[CH2:3][CH2:4][CH:5]([NH:22][C:23]1[CH:24]=[CH:25][C:26]([C:27]([OH:29])=[O:28])=[CH:31][CH:32]=1)[C:6]1[CH:11]=[CH:10][C:9]([N:12]2[CH:20]=[C:19]3[C:14]([CH2:15][CH2:16][CH2:17][CH2:18]3)=[N:13]2)=[CH:8][C:7]=1[CH3:21]. Given the reactants [F:1][C:2]([F:34])([F:33])[CH2:3][CH2:4][CH:5]([NH:22][C:23]1[CH:32]=[CH:31][C:26]([C:27]([O:29]C)=[O:28])=[CH:25][CH:24]=1)[C:6]1[CH:11]=[CH:10][C:9]([N:12]2[CH:20]=[C:19]3[C:14]([CH2:15][CH2:16][CH2:17][CH2:18]3)=[N:13]2)=[CH:8][C:7]=1[CH3:21].[OH-].[Na+].Cl, predict the reaction product. (4) Given the reactants [CH3:1][C:2](=[CH2:33])[CH2:3][O:4][C@@H:5]1[CH2:9][N:8]([CH:10]2[CH2:15][CH2:14][O:13][CH2:12][CH2:11]2)[CH2:7][C@H:6]1[NH:16][C:17](=[O:32])[CH2:18][NH:19][C:20](=[O:31])[C:21]1[CH:26]=[CH:25][CH:24]=[C:23]([C:27]([F:30])([F:29])[F:28])[CH:22]=1, predict the reaction product. The product is: [CH2:3]([O:4][C@@H:5]1[CH2:9][N:8]([CH:10]2[CH2:11][CH2:12][O:13][CH2:14][CH2:15]2)[CH2:7][C@H:6]1[NH:16][C:17](=[O:32])[CH2:18][NH:19][C:20](=[O:31])[C:21]1[CH:26]=[CH:25][CH:24]=[C:23]([C:27]([F:28])([F:29])[F:30])[CH:22]=1)[CH:2]([CH3:33])[CH3:1]. (5) Given the reactants [CH2:1]([C:12]1[NH:13][C:14]2[C:19]([CH:20]=1)=[CH:18][CH:17]=[CH:16][CH:15]=2)[CH2:2][CH2:3][CH2:4][CH2:5][CH2:6][CH2:7][CH2:8][CH2:9][CH2:10][CH3:11].[OH-].[K+].[CH3:23][C:24]1([CH3:32])[CH2:29][C:28](=[O:30])[O:27][C:26](=[O:31])[CH2:25]1.[Cl-].[NH4+], predict the reaction product. The product is: [CH3:23][C:24]([CH3:32])([CH2:29][C:28](=[O:30])[N:13]1[C:14]2[C:19](=[CH:18][CH:17]=[CH:16][CH:15]=2)[CH:20]=[C:12]1[CH2:1][CH2:2][CH2:3][CH2:4][CH2:5][CH2:6][CH2:7][CH2:8][CH2:9][CH2:10][CH3:11])[CH2:25][C:26]([OH:31])=[O:27]. (6) Given the reactants [Cl:1][C:2]1[CH:3]=[C:4]([CH:23]=[CH:24][C:25]=1[O:26][CH3:27])[CH2:5][NH:6][C:7]1[C:12]([C:13]([OH:15])=O)=[CH:11][N:10]=[C:9]([N:16]2[CH2:20][CH2:19][CH2:18][C@H:17]2[CH2:21][OH:22])[N:8]=1.[NH2:28][C:29]1[C:30]([CH3:36])=[N:31][N:32]([CH3:35])[C:33]=1[CH3:34].Cl.CN(C)CCCN=C=NCC.O.ON1C2C=CC=CC=2N=N1.C(=O)([O-])O.[Na+], predict the reaction product. The product is: [OH:22][CH2:21][C@@H:17]1[CH2:18][CH2:19][CH2:20][N:16]1[C:9]1[N:8]=[C:7]([NH:6][CH2:5][C:4]2[CH:23]=[CH:24][C:25]([O:26][CH3:27])=[C:2]([Cl:1])[CH:3]=2)[C:12]([C:13](=[O:15])[NH:28][C:29]2[C:30]([CH3:36])=[N:31][N:32]([CH3:35])[C:33]=2[CH3:34])=[CH:11][N:10]=1. (7) Given the reactants Br[C:2]1[N:26]=[C:5]2[CH:6]=[N:7][N:8]([CH2:10][C:11]3[O:15][N:14]=[C:13]([C:16]4[CH:21]=[CH:20][C:19]([O:22][CH2:23][CH2:24][CH3:25])=[CH:18][CH:17]=4)[CH:12]=3)[CH:9]=[C:4]2[N:3]=1.[CH3:27][O:28][C:29]1[CH:34]=[CH:33][C:32](B(O)O)=[CH:31][CH:30]=1, predict the reaction product. The product is: [CH3:27][O:28][C:29]1[CH:34]=[CH:33][C:32]([C:2]2[N:26]=[C:5]3[CH:6]=[N:7][N:8]([CH2:10][C:11]4[O:15][N:14]=[C:13]([C:16]5[CH:21]=[CH:20][C:19]([O:22][CH2:23][CH2:24][CH3:25])=[CH:18][CH:17]=5)[CH:12]=4)[CH:9]=[C:4]3[N:3]=2)=[CH:31][CH:30]=1. (8) Given the reactants [ClH:1].[CH2:2]1[C:10]2[C:5](=[CH:6][CH:7]=[CH:8][CH:9]=2)[CH2:4][NH:3]1, predict the reaction product. The product is: [ClH:1].[CH2:2]1[C:10]2[C:5](=[CH:6][CH:7]=[CH:8][CH:9]=2)[CH2:4][NH:3]1. (9) Given the reactants FC(F)(F)C1C=C(NC(=O)NC2C=CC(C3SC(CCC(O)=O)=NC=3)=CC=2)C=CC=1.[F:31][C:32]([F:67])([F:66])[C:33]1[CH:38]=[CH:37][CH:36]=[CH:35][C:34]=1[NH:39][C:40](=[O:65])[NH:41][C:42]1[CH:47]=[CH:46][C:45]([C:48]2[S:52][C:51]([CH:53]3[CH2:58][CH2:57][N:56]([CH2:59][C:60]([O:62]CC)=[O:61])[CH2:55][CH2:54]3)=[N:50][CH:49]=2)=[CH:44][CH:43]=1, predict the reaction product. The product is: [F:67][C:32]([F:31])([F:66])[C:33]1[CH:38]=[CH:37][CH:36]=[CH:35][C:34]=1[NH:39][C:40](=[O:65])[NH:41][C:42]1[CH:47]=[CH:46][C:45]([C:48]2[S:52][C:51]([CH:53]3[CH2:58][CH2:57][N:56]([CH2:59][C:60]([OH:62])=[O:61])[CH2:55][CH2:54]3)=[N:50][CH:49]=2)=[CH:44][CH:43]=1.